From a dataset of Full USPTO retrosynthesis dataset with 1.9M reactions from patents (1976-2016). Predict the reactants needed to synthesize the given product. (1) The reactants are: [CH2:1]([C:3]1[C:8](=[O:9])[NH:7][C:6]([CH3:10])=[C:5]([C:11]2[CH:12]=[N:13][CH:14]=[C:15]([C:17]([OH:19])=O)[CH:16]=2)[CH:4]=1)[CH3:2].[S:20]([C:24]1[CH:29]=[CH:28][C:27]([CH2:30][CH2:31][NH2:32])=[CH:26][CH:25]=1)(=[O:23])(=[O:22])[NH2:21]. Given the product [S:20]([C:24]1[CH:25]=[CH:26][C:27]([CH2:30][CH2:31][NH:32][C:17]([C:15]2[CH:16]=[C:11]([C:5]3[CH:4]=[C:3]([CH2:1][CH3:2])[C:8](=[O:9])[NH:7][C:6]=3[CH3:10])[CH:12]=[N:13][CH:14]=2)=[O:19])=[CH:28][CH:29]=1)(=[O:22])(=[O:23])[NH2:21], predict the reactants needed to synthesize it. (2) Given the product [Br:25][C:23]1[CH:24]=[C:19]([NH:1][C:2]2[CH:3]=[CH:4][C:5]([C:8]([N:10]3[C@@H:15]([CH3:16])[CH2:14][O:13][CH2:12][C@H:11]3[CH3:17])=[O:9])=[CH:6][N:7]=2)[C:20](=[O:27])[N:21]([CH3:26])[CH:22]=1, predict the reactants needed to synthesize it. The reactants are: [NH2:1][C:2]1[N:7]=[CH:6][C:5]([C:8]([N:10]2[C@@H:15]([CH3:16])[CH2:14][O:13][CH2:12][C@H:11]2[CH3:17])=[O:9])=[CH:4][CH:3]=1.Br[C:19]1[C:20](=[O:27])[N:21]([CH3:26])[CH:22]=[C:23]([Br:25])[CH:24]=1.CC1(C)C2C(=C(P(C3C=CC=CC=3)C3C=CC=CC=3)C=CC=2)OC2C(P(C3C=CC=CC=3)C3C=CC=CC=3)=CC=CC1=2.C([O-])([O-])=O.[Cs+].[Cs+].